Dataset: Full USPTO retrosynthesis dataset with 1.9M reactions from patents (1976-2016). Task: Predict the reactants needed to synthesize the given product. (1) The reactants are: [CH3:1][C:2]1([C:9]([OH:11])=[O:10])[CH2:7][CH2:6][CH2:5][CH2:4][C:3]1=[O:8].[CH3:12][N:13]([C:17]1[CH:22]=[CH:21][CH:20]=[CH:19][N:18]=1)[CH2:14][CH2:15]O.C(N(C(C)C)C(C)C)C. Given the product [CH3:1][C:2]1([C:9]([O:11][CH2:15][CH2:14][N:13]([CH3:12])[C:17]2[CH:22]=[CH:21][CH:20]=[CH:19][N:18]=2)=[O:10])[CH2:7][CH2:6][CH2:5][CH2:4][C:3]1=[O:8], predict the reactants needed to synthesize it. (2) Given the product [NH:3]1[C:7]2[CH:8]=[CH:9][CH:10]=[CH:11][C:6]=2[N:5]=[C:4]1[C@H:12]([NH:22][C:23]([NH:24][C@H:25]1[CH2:30][CH2:29][NH:28][CH2:27][C@@H:26]1[F:38])=[O:39])[CH2:13][C:14]1[CH:15]=[CH:16][C:17]([O:20][CH3:21])=[CH:18][CH:19]=1, predict the reactants needed to synthesize it. The reactants are: N#N.[NH:3]1[C:7]2[CH:8]=[CH:9][CH:10]=[CH:11][C:6]=2[N:5]=[C:4]1[C@H:12]([NH:22][C:23](=[O:39])[NH:24][C@H:25]1[CH2:30][CH2:29][N:28](C(OC(C)(C)C)=O)[CH2:27][C@@H:26]1[F:38])[CH2:13][C:14]1[CH:19]=[CH:18][C:17]([O:20][CH3:21])=[CH:16][CH:15]=1.FC(F)(F)S(O[Si](C(C)(C)C)(C)C)(=O)=O. (3) Given the product [CH3:17][O:3][C:4]1[CH:5]=[C:6]([CH:11]=[C:12]([N+:14]([O-:16])=[O:15])[CH:13]=1)[C:7]([O:9][CH3:10])=[O:8], predict the reactants needed to synthesize it. The reactants are: CI.[OH:3][C:4]1[CH:5]=[C:6]([CH:11]=[C:12]([N+:14]([O-:16])=[O:15])[CH:13]=1)[C:7]([O:9][CH3:10])=[O:8].[C:17](=O)([O-])[O-].[K+].[K+]. (4) Given the product [C:1]([C:3]1[CH:8]=[CH:7][C:6]([N:9]2[C@H:13]3[CH2:14][CH2:15][CH2:16][CH2:17][C@@H:12]3[N:11]([C:18]3[CH:28]=[CH:27][C:21]([C:22]([OH:24])=[O:23])=[C:20]([CH3:29])[CH:19]=3)[C:10]2=[O:30])=[CH:5][C:4]=1[C:31]([F:33])([F:34])[F:32])#[N:2], predict the reactants needed to synthesize it. The reactants are: [C:1]([C:3]1[CH:8]=[CH:7][C:6]([N:9]2[C@H:13]3[CH2:14][CH2:15][CH2:16][CH2:17][C@@H:12]3[N:11]([C:18]3[CH:28]=[CH:27][C:21]([C:22]([O:24]CC)=[O:23])=[C:20]([CH3:29])[CH:19]=3)[C:10]2=[O:30])=[CH:5][C:4]=1[C:31]([F:34])([F:33])[F:32])#[N:2].O.[OH-].[Li+]. (5) Given the product [CH2:20]([O:21][C:22](=[O:17])[CH:18]=[C:2]1[CH2:7][CH2:6][N:5]([C:8]([O:10][C:11]([CH3:14])([CH3:13])[CH3:12])=[O:9])[CH2:4][CH2:3]1)[CH3:19], predict the reactants needed to synthesize it. The reactants are: O=[C:2]1[CH2:7][CH2:6][N:5]([C:8]([O:10][C:11]([CH3:14])([CH3:13])[CH3:12])=[O:9])[CH2:4][CH2:3]1.[H-].[Na+].[OH2:17].[CH2:18]1[CH2:22][O:21][CH2:20][CH2:19]1. (6) Given the product [Si:27]([O:7][CH2:6][C@H:5]1[O:8][C@@H:1]([N:9]2[CH:17]=[C:15]([CH3:16])[C:13](=[O:14])[NH:12][C:10]2=[O:11])[CH2:2][C@@H:3]1[OH:4])([C:23]([CH3:26])([CH3:25])[CH3:24])([CH3:29])[CH3:28], predict the reactants needed to synthesize it. The reactants are: [C@@H:1]1([N:9]2[CH:17]=[C:15]([CH3:16])[C:13](=[O:14])[NH:12][C:10]2=[O:11])[O:8][C@H:5]([CH2:6][OH:7])[C@@H:3]([OH:4])[CH2:2]1.N1C=CN=C1.[C:23]([Si:27](Cl)([CH3:29])[CH3:28])([CH3:26])([CH3:25])[CH3:24]. (7) Given the product [N:14]1[C:23]2[C:18](=[CH:19][CH:20]=[CH:21][CH:22]=2)[C:17](=[O:24])[NH:16][CH:15]=1.[NH2:4][N:16]1[C:17](=[O:24])[C:18]2[C:23](=[CH:22][CH:21]=[CH:20][CH:19]=2)[N:14]=[CH:15]1, predict the reactants needed to synthesize it. The reactants are: C(O)(=O)C1C(=CC=CC=1)[NH2:4].C(N)=O.[N:14]1[C:23]2[C:18](=[CH:19][CH:20]=[CH:21][CH:22]=2)[C:17](=[O:24])[NH:16][CH:15]=1.O.NN. (8) Given the product [F:1][C:2]1[CH:7]=[CH:6][C:5]([C:8]2[N:9]=[C:10]([S:20][CH2:21][C:25]([NH:32][CH2:36][CH2:35][C:37]([O:39][CH2:41][CH3:42])=[O:38])=[O:26])[N:11]([CH3:19])[C:12]=2[C:13]2[CH:14]=[CH:15][N:16]=[CH:17][CH:18]=2)=[CH:4][CH:3]=1, predict the reactants needed to synthesize it. The reactants are: [F:1][C:2]1[CH:7]=[CH:6][C:5]([C:8]2[N:9]=[C:10]([S:20][CH2:21]C(O)=O)[N:11]([CH3:19])[C:12]=2[C:13]2[CH:18]=[CH:17][N:16]=[CH:15][CH:14]=2)=[CH:4][CH:3]=1.[C:25]([N:32]1[CH:36]=[CH:35]N=C1)(N1C=CN=C1)=[O:26].[C:37](=[O:39])=[O:38].N[C@H:41](C([O-])=O)[CH3:42].C([O-])([O-])=O.[Na+].[Na+].